This data is from Catalyst prediction with 721,799 reactions and 888 catalyst types from USPTO. The task is: Predict which catalyst facilitates the given reaction. Reactant: [NH2:1][C:2]1[CH:19]=[CH:18][C:5]2[CH2:6][CH2:7][N:8]([CH2:11][C@H:12]([OH:17])[C:13]([F:16])([F:15])[F:14])[CH2:9][CH2:10][C:4]=2[CH:3]=1.Cl[C:21]1[N:26]=[C:25]([NH:27][C:28]2[CH:37]=[CH:36][CH:35]=[CH:34][C:29]=2[C:30]([NH:32][CH3:33])=[O:31])[C:24]([Cl:38])=[CH:23][N:22]=1.C12(CS(O)(=O)=O)C(C)(C)C(CC1)CC2=O. Product: [Cl:38][C:24]1[C:25]([NH:27][C:28]2[CH:37]=[CH:36][CH:35]=[CH:34][C:29]=2[C:30]([NH:32][CH3:33])=[O:31])=[N:26][C:21]([NH:1][C:2]2[CH:19]=[CH:18][C:5]3[CH2:6][CH2:7][N:8]([CH2:11][C@H:12]([OH:17])[C:13]([F:16])([F:14])[F:15])[CH2:9][CH2:10][C:4]=3[CH:3]=2)=[N:22][CH:23]=1. The catalyst class is: 41.